This data is from Experimentally validated miRNA-target interactions with 360,000+ pairs, plus equal number of negative samples. The task is: Binary Classification. Given a miRNA mature sequence and a target amino acid sequence, predict their likelihood of interaction. (1) The miRNA is rno-miR-126a-5p with sequence CAUUAUUACUUUUGGUACGCG. The protein sequence of the target gene is MPRRGLILHTRTHWLLLGLALLCSLVLFMYLLECAPQTDGNASLPGVVGENYGKEYYQALLQEQEEHYQTRATSLKRQIAQLKQELQEMSEKMRSLQERRNVGANGIGYQSNKEQAPSDLLEFLHSQIDKAEVSIGAKLPSEYGVIPFESFTLMKVFQLEMGLTRHPEEKPVRKDKRDELVEVIEAGLEVINNPDEDDEQEDEEGPLGEKLIFNENDFVEGYYRTERDKGTQYELFFKKADLTEYRHVTLFRPFGPLMKVKSEMIDITRSIINIIVPLAERTEAFVQFMQNFRDVCIHQD.... Result: 0 (no interaction). (2) The miRNA is hsa-miR-6736-5p with sequence CUGGGUGAGGGCAUCUGUGGU. The protein sequence of the target gene is MSGRQRTLFQTWGSSISRSSGTPGCSSGTERPQSPGSSKAPLPAAAEAQLESDDDVLLVAAYEAERQLCLENGGFCTSAGALWIYPTNCPVRDYQLHISRAALFCNTLVCLPTGLGKTFIAAVVMYNFYRWFPSGKVVFMAPTKPLVTQQIEACYQVMGIPQSHMAEMTGSTQASTRKEIWCSKRVLFLTPQVMVNDLSRGACPAAEIKCLVIDEAHKALGNYAYCQVVRELVKYTNHFRILALSATPGSDIKAVQQVITNLLIGQIELRSEDSPDILTYSHERKVEKLIVPLGEELAAI.... Result: 0 (no interaction). (3) The miRNA is hsa-miR-944 with sequence AAAUUAUUGUACAUCGGAUGAG. The protein sequence of the target gene is MAAPSGGVNCEEFAEFQELLKVMRTIDDRIVHELNTTVPTASFAGKIDASQTCKQLYESLMAAHASRDRVIKNCIAQTSAVVKNLREEREKNLDDLTLLKQLRKEQTKLKWMQSELNVEEVVNDRSWKVFNERCRIHFKPPKNE. Result: 1 (interaction). (4) The miRNA is mmu-miR-3093-3p with sequence UGUGGACACCGUGGGAGGUUGG. The protein sequence of the target gene is MGNRGMEDLIPLVNRLQDAFSAIGQNADLDLPQIAVVGGQSAGKSSVLENFVGRDFLPRGSGIVTRRPLVLQLVNSTTEYAEFLHCKGKKFTDFEEVRLEIEAETDRVTGTNKGISPVPINLRVYSPHVLNLTLVDLPGMTKVPVGDQPPDIEFQIRDMLMQFVTKENCLILAVSPANSDLANSDALKIAKEVDPQGQRTIGVITKLDLMDEGTDARDVLENKLLPLRRGYIGVVNRSQKDIDGKKDITAALAAERKFFLSHPSYRHLADRMGTPYLQKVLNQQLTNHIRDTLPGLRNKL.... Result: 0 (no interaction). (5) The miRNA is hsa-miR-6778-5p with sequence AGUGGGAGGACAGGAGGCAGGU. The protein sequence of the target gene is MAEPSGSPVHVQLSQQAAPVTAAAATAPAAATSAPAPAPAPAPAASAAPAPAPAAAPAPAPAAQAVGWPICRDAYELQEVIGSGATAVVQAALCKPRQERVAIKRINLEKCQTSMDELLKEIQAMSQCSHPNVVTYYTSFVVKDELWLVMKLLSGGSMLDIIKYIVNRGEHKNGVLEEAIIATILKEVLEGLDYLHRNGQIHRDLKAGNILLGEDGSVQIADFGVSAFLATGGDVTRNKVRKTFVGTPCWMAPEVMEQVRGYDFKADMWSFGITAIELATGAAPYHKYPPMKVLMLTLQN.... Result: 0 (no interaction). (6) The protein sequence of the target gene is MAEASSDPGAEEREELLGPTAQWSVEDEEEAVHEQCQHERDRQLQAQDEEGGGHVPERPKQEMLLSLKPSEAPELDEDEGFGDWSQRPEQRQQHEGAQGALDSGEPPQCRSPEGEQEDRPGLHAYEKEDSDEVHLEELSLSKEGPGPEDTVQDNLGAAGAEEEQEEHQKCQQPRTPSPLVLEGTIEQSSPPLSPTTKLIDRTESLNRSIEKSNSVKKSQPDLPISKIDQWLEQYTQAIETAGRTPKLARQASIELPSMAVASTKSRWETGEVQAQSAAKTPSCKDIVAGDMSKKSLWEQK.... The miRNA is hsa-miR-3180-3p with sequence UGGGGCGGAGCUUCCGGAGGCC. Result: 1 (interaction). (7) The miRNA is hsa-miR-224-3p with sequence AAAAUGGUGCCCUAGUGACUACA. The protein sequence of the target gene is MAEEEAPKKSRAAGGGASWELCAGALSARLAEEGSGDAGGRRRPPVDPRRLARQLLLLLWLLEAPLLLGVRAQAAGQGPGQGPGPGQQPPPPPQQQQSGQQYNGERGISVPDHGYCQPISIPLCTDIAYNQTIMPNLLGHTNQEDAGLEVHQFYPLVKVQCSAELKFFLCSMYAPVCTVLEQALPPCRSLCERARQGCEALMNKFGFQWPDTLKCEKFPVHGAGELCVGQNTSDKGTPTPSLLPEFWTSNPQHGGGGHRGGFPGGAGASERGKFSCPRALKVPSYLNYHFLGEKDCGAPC.... Result: 1 (interaction). (8) The miRNA is hsa-miR-6766-5p with sequence CGGGUGGGAGCAGAUCUUAUUGAG. The protein sequence of the target gene is MDLLRLSRLFSGPRPIGLSVLQHLDLVGSTRWTGGREGPARLRAAFCGSSSPLPLGSGNQKEMSSLCSDSSKLSTVAPQEEAEEESFGSLSGKFSSRRIFHKSTAQLYNLQLKEQGGEEEELEPRPWRGRRNTQYWYFFQCKRLIKEGKLAEALDLFERQMLKEERLQPLECNYTVLIGGCGRVGYLKKAFRLFNDMKKRDLEPSDATYTALFNVCAESPWKDSALQSALKLRQQLQARNFQLNLKTYHALLKVAAKCADLRLCLDVFKEIIQRGHAVTEETFCFLLVGCIQDKKTGFRQ.... Result: 0 (no interaction). (9) The miRNA is mmu-miR-376c-3p with sequence AACAUAGAGGAAAUUUCACGU. The protein sequence of the target gene is MQYPAATAEGLSGPLSGAYTLPAFKFQPRRESIDWRRISAVDVDRVARELDVATLQENIAGVTFCNLDGEVCNHCRQPVDPVLLKVLRLAQLIIEYLLHCQDCLSASVAQLEARLQASLGQQQRGQQELGRQADELKGVREESRRRRKMISTLQQLLLQTSAHSYHTCHLCDKTFMNATFLRGHIQRRHAGMADVGKQKQEQPLGEVLEELRAKLKWTQGELEAQREAERQRQVQELEMARQREMEAKKKFDEWKEKERSKLYGEIDKLKQLFWDEFKTVANQNSTLEEKLKALQSYSMT.... Result: 0 (no interaction).